Dataset: Full USPTO retrosynthesis dataset with 1.9M reactions from patents (1976-2016). Task: Predict the reactants needed to synthesize the given product. (1) The reactants are: O.[OH-].[Li+].[N:4]1[C:5]([CH2:13][O:14][C:15]2[CH:36]=[CH:35][C:18]([CH2:19][O:20]/[N:21]=[C:22](/[C:29]3[CH:34]=[CH:33][CH:32]=[CH:31][CH:30]=3)\[CH2:23][CH2:24][C:25]([O:27]C)=[O:26])=[CH:17][CH:16]=2)=[CH:6][N:7]2[CH:12]=[CH:11][CH:10]=[CH:9][C:8]=12.O.Cl. Given the product [N:4]1[C:5]([CH2:13][O:14][C:15]2[CH:16]=[CH:17][C:18]([CH2:19][O:20]/[N:21]=[C:22](/[C:29]3[CH:34]=[CH:33][CH:32]=[CH:31][CH:30]=3)\[CH2:23][CH2:24][C:25]([OH:27])=[O:26])=[CH:35][CH:36]=2)=[CH:6][N:7]2[CH:12]=[CH:11][CH:10]=[CH:9][C:8]=12, predict the reactants needed to synthesize it. (2) Given the product [CH2:14]([O:21][C:22]1[CH:27]=[C:26]([C:3]#[C:2][CH2:1][CH:4]2[CH2:8][CH2:7][CH2:6][S:5]2(=[O:10])=[O:9])[CH:25]=[CH:24][C:23]=1[N:29]1[S:33](=[O:35])(=[O:34])[NH:32][C:31](=[O:42])[CH2:30]1)[C:15]1[CH:16]=[CH:17][CH:18]=[CH:19][CH:20]=1, predict the reactants needed to synthesize it. The reactants are: [CH2:1]([CH:4]1[CH2:8][CH2:7][CH2:6][S:5]1(=[O:10])=[O:9])[C:2]#[CH:3].C(Cl)Cl.[CH2:14]([O:21][C:22]1[CH:27]=[C:26](I)[CH:25]=[CH:24][C:23]=1[N:29]1[S:33](=[O:35])(=[O:34])[N:32](CC[Si](C)(C)C)[C:31](=[O:42])[CH2:30]1)[C:15]1[CH:20]=[CH:19][CH:18]=[CH:17][CH:16]=1.C(N(CC)CC)C. (3) Given the product [CH3:49][NH:45][C:36](=[O:38])[CH2:35][C:30]1[CH:31]=[CH:32][CH:33]=[CH:34][C:29]=1[CH2:28][CH2:27][C:25]1[C:24]([C:39]([F:42])([F:41])[F:40])=[CH:23][N:22]=[C:21]([NH:20][C:17]2[CH:18]=[CH:19][C:14]([N:11]3[CH2:12][CH2:13][N:8]([C:6]([O:5][C:1]([CH3:3])([CH3:2])[CH3:4])=[O:7])[CH2:9][CH2:10]3)=[CH:15][CH:16]=2)[N:26]=1, predict the reactants needed to synthesize it. The reactants are: [C:1]([O:5][C:6]([N:8]1[CH2:13][CH2:12][N:11]([C:14]2[CH:19]=[CH:18][C:17]([NH:20][C:21]3[N:26]=[C:25]([CH2:27][CH2:28][C:29]4[CH:34]=[CH:33][CH:32]=[CH:31][C:30]=4[CH2:35][C:36]([O-:38])=O)[C:24]([C:39]([F:42])([F:41])[F:40])=[CH:23][N:22]=3)=[CH:16][CH:15]=2)[CH2:10][CH2:9]1)=[O:7])([CH3:4])([CH3:3])[CH3:2].[Li+].O[N:45]1[C:49]2C=CC=CC=2N=N1.CCN=C=NCCCN(C)C.C(N(CC)C(C)C)(C)C.Cl.CN. (4) Given the product [F:34][C:35]([F:40])([F:39])[C:6]([NH:7][CH2:8][CH2:9][CH2:10][NH:11][C:12]([C:14]1[N:15]=[CH:16][C:17]2[C:18](=[O:32])[N:19]([CH2:25][C:26]3[CH:27]=[CH:28][CH:29]=[CH:30][CH:31]=3)[CH:20]=[CH:21][C:22]=2[C:23]=1[OH:24])=[O:13])=[O:5], predict the reactants needed to synthesize it. The reactants are: C([O:5][C:6](=O)[NH:7][CH2:8][CH2:9][CH2:10][NH:11][C:12]([C:14]1[N:15]=[CH:16][C:17]2[C:18](=[O:32])[N:19]([CH2:25][C:26]3[CH:31]=[CH:30][CH:29]=[CH:28][CH:27]=3)[CH:20]=[CH:21][C:22]=2[C:23]=1[OH:24])=[O:13])(C)(C)C.[F:34][C:35]([F:40])([F:39])C(O)=O. (5) Given the product [C:1]([O:5][C:6]([N:8]1[C:16]2[C:11](=[CH:12][C:13]([F:17])=[CH:14][CH:15]=2)[C:10]([CH3:18])=[C:9]1[S:19](=[O:21])(=[O:20])[NH:23][C:24]1[CH:29]=[CH:28][C:27]([Br:30])=[CH:26][C:25]=1[C:31]([F:34])([F:32])[F:33])=[O:7])([CH3:4])([CH3:3])[CH3:2], predict the reactants needed to synthesize it. The reactants are: [C:1]([O:5][C:6]([N:8]1[C:16]2[C:11](=[CH:12][C:13]([F:17])=[CH:14][CH:15]=2)[C:10]([CH3:18])=[C:9]1[S:19](Cl)(=[O:21])=[O:20])=[O:7])([CH3:4])([CH3:3])[CH3:2].[NH2:23][C:24]1[CH:29]=[CH:28][C:27]([Br:30])=[CH:26][C:25]=1[C:31]([F:34])([F:33])[F:32]. (6) Given the product [OH:31][CH2:30][C:29]([N:26]1[CH2:27][CH2:28][C@@H:24]([O:23][C:18]2[CH:17]=[CH:16][C:15]([C:13]3[CH:12]=[CH:11][N:10]=[C:9]([NH:8][C:6]4[CH:5]=[CH:4][N:3]=[C:2]([C:39]5[CH:40]=[N:41][N:37]([CH3:36])[CH:38]=5)[CH:7]=4)[N:14]=3)=[CH:22][C:19]=2[C:20]#[N:21])[CH2:25]1)=[O:32], predict the reactants needed to synthesize it. The reactants are: Cl[C:2]1[CH:7]=[C:6]([NH:8][C:9]2[N:14]=[C:13]([C:15]3[CH:16]=[CH:17][C:18]([O:23][C@@H:24]4[CH2:28][CH2:27][N:26]([C:29](=[O:32])[CH2:30][OH:31])[CH2:25]4)=[C:19]([CH:22]=3)[C:20]#[N:21])[CH:12]=[CH:11][N:10]=2)[CH:5]=[CH:4][N:3]=1.CCN=[C:36]=[N:37][CH2:38][CH2:39][CH2:40][N:41](C)C. (7) Given the product [C:14](/[C:13](=[C:12]1/[C:11]2[CH:17]=[CH:18][CH:19]=[CH:20][C:10]=2[O:9][CH2:8][C:6]2[C:5]/1=[CH:4][CH:3]=[C:2]([C:30]([O:29][CH2:28][CH2:26][CH3:25])=[O:47])[N:7]=2)/[CH3:16])#[N:15].[C:34](/[C:33](=[C:32]1\[C:31]2[CH:37]=[CH:38][CH:39]=[CH:40][C:30]=2[O:29][CH2:28][C:26]2[C:25]\1=[CH:24][CH:23]=[C:22]([C:48]([O:47][CH2:46][CH2:62][CH3:42])=[O:69])[N:27]=2)/[CH3:36])#[N:35], predict the reactants needed to synthesize it. The reactants are: Cl[C:2]1[N:7]=[C:6]2[CH2:8][O:9][C:10]3[CH:20]=[CH:19][CH:18]=[CH:17][C:11]=3/[C:12](=[C:13](\[CH3:16])/[C:14]#[N:15])/[C:5]2=[CH:4][CH:3]=1.Cl[C:22]1[N:27]=[C:26]2[CH2:28][O:29][C:30]3[CH:40]=[CH:39][CH:38]=[CH:37][C:31]=3/[C:32](=[C:33](/[CH3:36])\[C:34]#[N:35])/[C:25]2=[CH:24][CH:23]=1.Br[C:42]1C=CC2=[C:46]([CH:62]=1)[O:47][CH2:48]C1C=CC=CC=1/C/2=C1\C(CC#N)C\1.BrC1C=CC2=C(C=1)[O:69]CC1C=CC=CC=1/C/2=C1/C(CC#N)C/1.